This data is from Catalyst prediction with 721,799 reactions and 888 catalyst types from USPTO. The task is: Predict which catalyst facilitates the given reaction. (1) Reactant: [Br:1][C:2]1[CH:3]=[N:4][C:5]([C:8]2[CH:13]=[CH:12][C:11]([CH2:14][C@H:15]([NH:23]C(OC(C)(C)C)=O)[C:16]([O:18][C:19]([CH3:22])([CH3:21])[CH3:20])=[O:17])=[CH:10][CH:9]=2)=[N:6][CH:7]=1.Cl. Product: [NH2:23][C@@H:15]([CH2:14][C:11]1[CH:12]=[CH:13][C:8]([C:5]2[N:6]=[CH:7][C:2]([Br:1])=[CH:3][N:4]=2)=[CH:9][CH:10]=1)[C:16]([O:18][C:19]([CH3:22])([CH3:20])[CH3:21])=[O:17]. The catalyst class is: 812. (2) Reactant: [CH:1]1([C:7]2[CH:32]=[CH:31][C:10]([C:11]([N:13]3[C:19]4[CH:20]=[C:21]([C:24]([O:26]C)=[O:25])[CH:22]=[CH:23][C:18]=4[CH2:17][N:16]4[CH:28]=[CH:29][CH:30]=[C:15]4[CH2:14]3)=[O:12])=[CH:9][CH:8]=2)[CH2:6][CH2:5][CH2:4][CH2:3][CH2:2]1.[OH-].[Na+:34]. Product: [Na+:34].[CH:1]1([C:7]2[CH:32]=[CH:31][C:10]([C:11]([N:13]3[C:19]4[CH:20]=[C:21]([C:24]([O-:26])=[O:25])[CH:22]=[CH:23][C:18]=4[CH2:17][N:16]4[CH:28]=[CH:29][CH:30]=[C:15]4[CH2:14]3)=[O:12])=[CH:9][CH:8]=2)[CH2:6][CH2:5][CH2:4][CH2:3][CH2:2]1. The catalyst class is: 8. (3) Product: [CH2:1]([O:8][C:9]([N:11]1[CH2:16][CH2:15][CH:14]([C:17]2[CH:22]=[CH:21][C:20]([C:23]([OH:25])=[O:24])=[CH:19][C:18]=2[C:27]([F:30])([F:28])[F:29])[CH2:13][CH2:12]1)=[O:10])[C:2]1[CH:3]=[CH:4][CH:5]=[CH:6][CH:7]=1. Reactant: [CH2:1]([O:8][C:9]([N:11]1[CH2:16][CH2:15][CH:14]([C:17]2[CH:22]=[CH:21][C:20]([C:23]([O:25]C)=[O:24])=[CH:19][C:18]=2[C:27]([F:30])([F:29])[F:28])[CH2:13][CH2:12]1)=[O:10])[C:2]1[CH:7]=[CH:6][CH:5]=[CH:4][CH:3]=1.C(=O)([O-])[O-].[K+].[K+]. The catalyst class is: 24. (4) Reactant: CC(O[C:5]([CH3:7])=[O:6])=O.[Br:8][C:9]1[CH:14]=C[C:12]([S:15]([NH2:18])(=[O:17])=[O:16])=[C:11](C)[CH:10]=1. Product: [Br:8][C:9]1[CH:10]=[CH:11][C:12]2[S:15](=[O:17])(=[O:16])[NH:18][C:5](=[O:6])[C:7]=2[CH:14]=1. The catalyst class is: 23.